From a dataset of Full USPTO retrosynthesis dataset with 1.9M reactions from patents (1976-2016). Predict the reactants needed to synthesize the given product. Given the product [ClH:35].[NH2:27][C@H:9]([CH2:8][C:5]1[CH:6]=[CH:7][C:2]([F:1])=[CH:3][CH:4]=1)[C:10]([NH:11][C:12]1[CH:13]=[C:14]2[C:24](=[O:25])[NH:23][N:22]=[CH:21][C:16]3=[CH:17][NH:18][C:19]([CH:20]=1)=[C:15]23)=[O:26], predict the reactants needed to synthesize it. The reactants are: [F:1][C:2]1[CH:7]=[CH:6][C:5]([CH2:8][C@@H:9]([NH:27]C(=O)OC(C)(C)C)[C:10](=[O:26])[NH:11][C:12]2[CH:13]=[C:14]3[C:24](=[O:25])[NH:23][N:22]=[CH:21][C:16]4=[CH:17][NH:18][C:19]([CH:20]=2)=[C:15]34)=[CH:4][CH:3]=1.[ClH:35].